This data is from Reaction yield outcomes from USPTO patents with 853,638 reactions. The task is: Predict the reaction yield, written as a fraction of the theoretical maximum amount of product (1.0 means a 100% yield; for example, 0.34 means a 34% yield). (1) The reactants are [NH2:1][C:2]1[N:7]=[CH:6][N:5]=[C:4]2[N:8]([CH2:25][C@H:26]([NH:28][C:29](=[O:45])[C:30]([C:43]#[N:44])=[CH:31][C:32]([NH:35]C(=O)OC(C)(C)C)([CH3:34])[CH3:33])[CH3:27])[N:9]=[C:10]([C:11]3[CH:16]=[CH:15][C:14]([O:17][C:18]4[CH:23]=[CH:22][CH:21]=[CH:20][CH:19]=4)=[CH:13][C:12]=3[F:24])[C:3]=12.[ClH:46].C(OCC)C. The catalyst is CO.O1CCOCC1. The product is [ClH:46].[NH2:35][C:32]([CH3:33])([CH3:34])[CH:31]=[C:30]([C:43]#[N:44])[C:29]([NH:28][C@H:26]([CH3:27])[CH2:25][N:8]1[C:4]2=[N:5][CH:6]=[N:7][C:2]([NH2:1])=[C:3]2[C:10]([C:11]2[CH:16]=[CH:15][C:14]([O:17][C:18]3[CH:23]=[CH:22][CH:21]=[CH:20][CH:19]=3)=[CH:13][C:12]=2[F:24])=[N:9]1)=[O:45]. The yield is 0.950. (2) The reactants are C[O:2][C:3]1[C:8]2[NH:9][C:10]([C:12]3[S:13][CH:14]=[CH:15][CH:16]=3)=[N:11][C:7]=2[C:6]([C:17]([NH:19][C@@H:20]2[CH2:25][CH2:24][CH2:23][N:22](C(OC(C)(C)C)=O)[CH2:21]2)=[O:18])=[CH:5][CH:4]=1.B(Br)(Br)Br. No catalyst specified. The product is [OH:2][C:3]1[C:8]2[NH:9][C:10]([C:12]3[S:13][CH:14]=[CH:15][CH:16]=3)=[N:11][C:7]=2[C:6]([C:17]([NH:19][C@@H:20]2[CH2:25][CH2:24][CH2:23][NH:22][CH2:21]2)=[O:18])=[CH:5][CH:4]=1. The yield is 0.160.